This data is from Full USPTO retrosynthesis dataset with 1.9M reactions from patents (1976-2016). The task is: Predict the reactants needed to synthesize the given product. Given the product [C:23]1([C:2]2[N:31]3[N:32]=[C:33]([O:36][CH3:37])[CH:34]=[CH:35][C:30]3=[N:29][C:3]=2[C:5]2[CH:6]=[CH:7][C:8]([C:11]3([NH:15][C:16](=[O:22])[O:17][C:18]([CH3:19])([CH3:21])[CH3:20])[CH2:12][CH2:13][CH2:14]3)=[CH:9][CH:10]=2)[CH:28]=[CH:27][CH:26]=[CH:25][CH:24]=1, predict the reactants needed to synthesize it. The reactants are: Br[CH:2]([C:23]1[CH:28]=[CH:27][CH:26]=[CH:25][CH:24]=1)[C:3]([C:5]1[CH:10]=[CH:9][C:8]([C:11]2([NH:15][C:16](=[O:22])[O:17][C:18]([CH3:21])([CH3:20])[CH3:19])[CH2:14][CH2:13][CH2:12]2)=[CH:7][CH:6]=1)=O.[NH2:29][C:30]1[N:31]=[N:32][C:33]([O:36][CH3:37])=[CH:34][CH:35]=1.C(N(CC)C(C)C)(C)C.